Task: Predict the reaction yield, written as a fraction of the theoretical maximum amount of product (1.0 means a 100% yield; for example, 0.34 means a 34% yield).. Dataset: Reaction yield outcomes from USPTO patents with 853,638 reactions (1) The catalyst is C(O)C. The yield is 0.0900. The reactants are Br.Br[CH2:3][C:4]1[C:9]([F:10])=[CH:8][N:7]=[CH:6][C:5]=1[CH2:11][CH3:12].[CH3:13][C:14]1[N:19]=[C:18]([SH:20])[N:17]=[C:16]([OH:21])[CH:15]=1.C(N(CC)CC)C. The product is [CH2:11]([C:5]1[CH:6]=[N:7][CH:8]=[C:9]([F:10])[C:4]=1[CH2:3][S:20][C:18]1[N:17]=[C:16]([OH:21])[CH:15]=[C:14]([CH3:13])[N:19]=1)[CH3:12]. (2) The reactants are [CH:1]([N:4]1[C:8]([C:9]2[CH:14]=[CH:13][N:12]=[C:11]([NH:15][C:16]3[CH:21]=[CH:20][C:19]([S:22]([CH2:25]CCN4CCOCC4)(=[O:24])=[O:23])=[CH:18][CH:17]=3)[N:10]=2)=[CH:7][N:6]=[C:5]1[CH3:34])([CH3:3])[CH3:2].[O-]O.C1(C(C)C)C=CC=CC=1. The catalyst is C(OCCCC)(=O)C.CC(C)[O-].[Ti+4].CC(C)[O-].CC(C)[O-].CC(C)[O-]. The product is [CH:1]([N:4]1[C:8]([C:9]2[CH:14]=[CH:13][N:12]=[C:11]([NH:15][C:16]3[CH:21]=[CH:20][C:19]([S:22]([CH3:25])(=[O:24])=[O:23])=[CH:18][CH:17]=3)[N:10]=2)=[CH:7][N:6]=[C:5]1[CH3:34])([CH3:3])[CH3:2]. The yield is 0.420. (3) The reactants are [ClH:1].[CH3:2][N:3]([CH3:25])[C:4]1([C:20]2[S:21][CH:22]=[CH:23][CH:24]=2)[CH2:9][CH2:8][N:7]([CH2:10][CH2:11][NH:12]C(=O)OC(C)(C)C)[CH2:6][CH2:5]1.CO.C(Cl)(Cl)[Cl:29]. The catalyst is C(Cl)(Cl)Cl. The product is [ClH:29].[ClH:1].[ClH:29].[NH2:12][CH2:11][CH2:10][N:7]1[CH2:8][CH2:9][C:4]([C:20]2[S:21][CH:22]=[CH:23][CH:24]=2)([N:3]([CH3:25])[CH3:2])[CH2:5][CH2:6]1. The yield is 0.970. (4) The reactants are [C:1]([CH2:6][C:7]([O:9][CH2:10][CH3:11])=[O:8])(=O)[CH:2]([CH3:4])[CH3:3].S(Cl)(Cl)(=O)=O.[F:17][C:18]([F:29])([F:28])[C:19]1[CH:24]=[CH:23][C:22]([C:25](=[S:27])[NH2:26])=[CH:21][CH:20]=1. The catalyst is C(Cl)(Cl)Cl. The product is [CH3:3][CH:2]([C:1]1[N:26]=[C:25]([C:22]2[CH:21]=[CH:20][C:19]([C:18]([F:28])([F:17])[F:29])=[CH:24][CH:23]=2)[S:27][C:6]=1[C:7]([O:9][CH2:10][CH3:11])=[O:8])[CH3:4]. The yield is 0.320. (5) The reactants are Br[CH:2]1[C:6]2([C:14]3[C:9](=[CH:10][CH:11]=[CH:12][CH:13]=3)[NH:8][C:7]2=[O:15])[CH2:5][CH2:4][CH2:3]1.[H-].[Na+].C([Li])CCC.C([O:26][B:27](OC(C)C)[O:28]C(C)C)(C)C.Cl. The catalyst is C1COCC1. The product is [NH:8]1[C:9]2[C:14](=[CH:13][CH:12]=[CH:11][CH:10]=2)[C:6]2([CH:2]([B:27]([OH:28])[OH:26])[CH2:3][CH2:4][CH2:5]2)[C:7]1=[O:15]. The yield is 0.640. (6) The reactants are O.[OH-].[Li+].[CH:4]1([C@H:10]([NH:15][C:16]([C:18]2[C:27]([NH:28][C:29]([NH:31][C:32]3[C:37]([CH3:38])=[CH:36][C:35]([CH2:39][CH3:40])=[CH:34][C:33]=3[CH3:41])=[O:30])=[CH:26][C:25]3[C:20](=[CH:21][CH:22]=[CH:23][CH:24]=3)[CH:19]=2)=[O:17])[C:11]([O:13]C)=[O:12])[CH2:9][CH2:8][CH2:7][CH2:6][CH2:5]1.CO.Cl. The catalyst is C1COCC1.O. The product is [CH:4]1([C@H:10]([NH:15][C:16]([C:18]2[C:27]([NH:28][C:29]([NH:31][C:32]3[C:37]([CH3:38])=[CH:36][C:35]([CH2:39][CH3:40])=[CH:34][C:33]=3[CH3:41])=[O:30])=[CH:26][C:25]3[C:20](=[CH:21][CH:22]=[CH:23][CH:24]=3)[CH:19]=2)=[O:17])[C:11]([OH:13])=[O:12])[CH2:5][CH2:6][CH2:7][CH2:8][CH2:9]1. The yield is 0.710. (7) The reactants are [C:1]([C:5]1[CH:6]=[CH:7][C:8]2[CH2:9][C:10]3[C:15]([C:16]=2[CH:17]=1)=[CH:14][C:13]([C:18]([CH3:21])([CH3:20])[CH3:19])=[CH:12][CH:11]=3)([CH3:4])([CH3:3])[CH3:2].CCCCCC.C([Li])CCC.[CH2:33]([C:35]([C:39]1[CH:40]=[CH:41][C:42](=[C:44]([CH3:46])[CH3:45])[CH:43]=1)([CH3:38])[CH2:36][CH3:37])[CH3:34]. The catalyst is C1COCC1.CCOCC.O. The product is [CH2:33]([C:35]([C:39]1[CH:40]=[CH:41][CH:42]([C:44]([C:11]2[C:10]3[CH2:9][C:8]4[C:16](=[CH:17][C:5]([C:1]([CH3:4])([CH3:3])[CH3:2])=[CH:6][CH:7]=4)[C:15]=3[CH:14]=[C:13]([C:18]([CH3:21])([CH3:20])[CH3:19])[CH:12]=2)([CH3:46])[CH3:45])[CH:43]=1)([CH3:38])[CH2:36][CH3:37])[CH3:34]. The yield is 0.370.